This data is from Forward reaction prediction with 1.9M reactions from USPTO patents (1976-2016). The task is: Predict the product of the given reaction. (1) Given the reactants C([O:3][C:4](=[O:25])[CH2:5][N:6]([CH3:24])[C:7]([NH:9][C:10]1[CH:15]=[C:14]([C:16]2[CH:21]=[CH:20][CH:19]=[CH:18][C:17]=2[O:22][CH3:23])[N:13]=[CH:12][N:11]=1)=[O:8])C.[Li+].[OH-], predict the reaction product. The product is: [CH3:23][O:22][C:17]1[CH:18]=[CH:19][CH:20]=[CH:21][C:16]=1[C:14]1[N:13]=[CH:12][N:11]=[C:10]([NH:9][C:7](=[O:8])[N:6]([CH2:5][C:4]([OH:25])=[O:3])[CH3:24])[CH:15]=1. (2) Given the reactants [NH2:1][C@@H:2]1[C:8](=[O:9])[N:7]([CH2:10][CH:11]2[CH2:13][CH2:12]2)[C:6]2[CH:14]=[CH:15][CH:16]=[CH:17][C:5]=2[O:4][C@@H:3]1[C:18]1[CH:23]=[CH:22][CH:21]=[CH:20][CH:19]=1.[F:24][C:25]1[CH:26]=[C:27]([CH2:32][C:33]([NH:35][C@H:36]([C:38](O)=[O:39])[CH3:37])=[O:34])[CH:28]=[C:29]([F:31])[CH:30]=1.C1C=CC2N(O)N=NC=2C=1.CN1CCOCC1.CCN=C=NCCCN(C)C.Cl, predict the reaction product. The product is: [CH:11]1([CH2:10][N:7]2[C:6]3[CH:14]=[CH:15][CH:16]=[CH:17][C:5]=3[O:4][C@H:3]([C:18]3[CH:23]=[CH:22][CH:21]=[CH:20][CH:19]=3)[C@H:2]([NH:1][C:38](=[O:39])[C@H:36]([CH3:37])[NH:35][C:33](=[O:34])[CH2:32][C:27]3[CH:28]=[C:29]([F:31])[CH:30]=[C:25]([F:24])[CH:26]=3)[C:8]2=[O:9])[CH2:13][CH2:12]1. (3) Given the reactants [F:1][C:2]1[CH:7]=[CH:6][C:5]([CH2:8][CH2:9][N:10]([CH3:24])[S:11]([C:14]2[CH:18]=[C:17]([CH:19]([OH:23])[CH:20]([CH3:22])[CH3:21])[S:16][CH:15]=2)(=[O:13])=[O:12])=[CH:4][CH:3]=1.C[N+]1([O-])CCOCC1, predict the reaction product. The product is: [F:1][C:2]1[CH:7]=[CH:6][C:5]([CH2:8][CH2:9][N:10]([CH3:24])[S:11]([C:14]2[CH:18]=[C:17]([C:19](=[O:23])[CH:20]([CH3:21])[CH3:22])[S:16][CH:15]=2)(=[O:13])=[O:12])=[CH:4][CH:3]=1. (4) Given the reactants Br[C:2]1[CH:3]=[C:4]2[C:8](=[CH:9][CH:10]=1)[N:7]([C:11]([O:13][C:14]([CH3:17])([CH3:16])[CH3:15])=[O:12])[N:6]=[C:5]2[NH:18][C:19](=[O:24])[CH2:20][N:21]([CH3:23])[CH3:22].C(N(CC)CC)C.[C:32]([Si:34]([CH3:37])([CH3:36])[CH3:35])#[CH:33], predict the reaction product. The product is: [CH3:22][N:21]([CH3:23])[CH2:20][C:19]([NH:18][C:5]1[C:4]2[C:8](=[CH:9][CH:10]=[C:2]([C:33]#[C:32][Si:34]([CH3:37])([CH3:36])[CH3:35])[CH:3]=2)[N:7]([C:11]([O:13][C:14]([CH3:17])([CH3:16])[CH3:15])=[O:12])[N:6]=1)=[O:24].